Task: Predict the product of the given reaction.. Dataset: Forward reaction prediction with 1.9M reactions from USPTO patents (1976-2016) (1) The product is: [CH:1]1([N:4]2[C:8]3[C:9]([O:22][C@@H:23]([C@H:25]4[CH2:29][NH:28][C:27](=[O:30])[CH2:26]4)[CH3:24])=[N:10][C:11]([C:32]4[S:36][N:35]=[C:34]([CH3:37])[CH:33]=4)=[CH:12][C:7]=3[N:6]=[CH:5]2)[CH2:2][CH2:3]1. Given the reactants [CH:1]1([N:4]2[C:8]3[C:9]([O:22][C@@H:23]([C@H:25]4[CH2:29][NH:28][C:27](=[O:30])[CH2:26]4)[CH3:24])=[N:10][C:11](B4OC(C)(C)C(C)(C)O4)=[CH:12][C:7]=3[N:6]=[CH:5]2)[CH2:3][CH2:2]1.Br[C:32]1[S:36][N:35]=[C:34]([CH3:37])[CH:33]=1.C([O-])([O-])=O.[Na+].[Na+].N#N, predict the reaction product. (2) Given the reactants C([O:3][C:4]([C:6]1[CH:7]([C:19]([F:22])([F:21])[F:20])[O:8][C:9]2[C:15]([CH:16]=[CH2:17])=[CH:14][C:13]([Cl:18])=[CH:12][C:10]=2[CH:11]=1)=[O:5])=C.[OH-].[Na+], predict the reaction product. The product is: [Cl:18][C:13]1[CH:14]=[C:15]([CH:16]=[CH2:17])[C:9]2[O:8][CH:7]([C:19]([F:21])([F:20])[F:22])[C:6]([C:4]([OH:5])=[O:3])=[CH:11][C:10]=2[CH:12]=1. (3) Given the reactants [C:1](/[CH:3]=[CH:4]/[S:5]([C:8]1[CH:13]=[CH:12][C:11]([C:14]([CH3:19])([CH3:18])[C:15]([OH:17])=O)=[CH:10][CH:9]=1)(=[O:7])=[O:6])#[N:2].[CH3:20][O:21][C:22]1[CH:29]=[CH:28][CH:27]=[CH:26][C:23]=1[CH2:24][NH2:25].Cl.CN(C)CCCN=C=NCC.ON1C2C=CC=CC=2N=N1, predict the reaction product. The product is: [C:1](/[CH:3]=[CH:4]/[S:5]([C:8]1[CH:9]=[CH:10][C:11]([C:14]([CH3:19])([CH3:18])[C:15]([NH:25][CH2:24][C:23]2[CH:26]=[CH:27][CH:28]=[CH:29][C:22]=2[O:21][CH3:20])=[O:17])=[CH:12][CH:13]=1)(=[O:6])=[O:7])#[N:2]. (4) Given the reactants [C:1]([O:5][C:6](=[O:15])[NH:7][C@@H:8]1[CH2:13][C@@H:12]([CH3:14])[CH2:11][NH:10][CH2:9]1)([CH3:4])([CH3:3])[CH3:2].N1C=CC=CC=1.[C:22](OC(=O)C)(=[O:24])[CH3:23].CO, predict the reaction product. The product is: [C:1]([O:5][C:6](=[O:15])[NH:7][C@@H:8]1[CH2:13][C@@H:12]([CH3:14])[CH2:11][N:10]([C:22](=[O:24])[CH3:23])[CH2:9]1)([CH3:4])([CH3:2])[CH3:3]. (5) Given the reactants [CH2:1]([O:3][CH:4]([O:8][CH2:9][CH3:10])[C:5](=[S:7])[NH2:6])[CH3:2].C([CH:13](Br)[C:14](=O)[C:15]([O-:17])=[O:16])C.[CH3:20][CH2:21]O, predict the reaction product. The product is: [CH2:1]([O:3][CH:4]([O:8][CH2:9][CH3:10])[C:5]1[S:7][CH:13]=[C:14]([C:15]([O:17][CH2:20][CH3:21])=[O:16])[N:6]=1)[CH3:2]. (6) Given the reactants Br[C:2]1[CH:10]=[CH:9][CH:8]=[C:7]2[C:3]=1[C:4]1([C:28]3[C:19](=[CH:20][C:21]4[O:26][CH2:25][CH2:24][O:23][C:22]=4[CH:27]=3)[O:18][CH2:17]1)[C:5](=[O:16])[N:6]2[CH2:11][CH2:12][CH2:13][CH2:14][CH3:15].BrC1C=CC=C2C=1C1(C3C(=CC4OCCOC=4C=3)OC1)C(=O)[N:34]2C, predict the reaction product. The product is: [NH2:34][C:2]1[CH:10]=[CH:9][CH:8]=[C:7]2[C:3]=1[C:4]1([C:28]3[C:19](=[CH:20][C:21]4[O:26][CH2:25][CH2:24][O:23][C:22]=4[CH:27]=3)[O:18][CH2:17]1)[C:5](=[O:16])[N:6]2[CH2:11][CH2:12][CH2:13][CH2:14][CH3:15].